Dataset: Full USPTO retrosynthesis dataset with 1.9M reactions from patents (1976-2016). Task: Predict the reactants needed to synthesize the given product. Given the product [Br:1][C:2]1[N:7]2[CH:8]=[C:9]([CH2:11][S:49][C:40]3[CH:41]=[CH:42][C:43]4[C:48](=[CH:47][CH:46]=[CH:45][CH:44]=4)[N:39]=3)[N:10]=[C:6]2[C:5]([N:13]2[CH2:18][CH2:17][O:16][CH2:15][CH2:14]2)=[N:4][CH:3]=1, predict the reactants needed to synthesize it. The reactants are: [Br:1][C:2]1[N:7]2[CH:8]=[C:9]([CH2:11]O)[N:10]=[C:6]2[C:5]([N:13]2[CH2:18][CH2:17][O:16][CH2:15][CH2:14]2)=[N:4][CH:3]=1.CCN(C(C)C)C(C)C.CS(Cl)(=O)=O.C(=O)([O-])[O-].[K+].[K+].[N:39]1[C:48]2[C:43](=[CH:44][CH:45]=[CH:46][CH:47]=2)[CH:42]=[CH:41][C:40]=1[SH:49].